From a dataset of Reaction yield outcomes from USPTO patents with 853,638 reactions. Predict the reaction yield, written as a fraction of the theoretical maximum amount of product (1.0 means a 100% yield; for example, 0.34 means a 34% yield). (1) The reactants are [CH3:1][O:2][C:3]1[CH:8]=[CH:7][C:6]([C:9]2[C:14]([C:15]3[CH:20]=[CH:19][C:18]([O:21][CH3:22])=[CH:17][CH:16]=3)=[N:13][N:12]([CH2:23][CH2:24]O)[C:11](=[O:26])[CH:10]=2)=[CH:5][CH:4]=1.C1(C)C=CC(S(Cl)(=O)=O)=CC=1.[NH:38]1[CH2:43][CH2:42][O:41][CH2:40][CH2:39]1. The yield is 0.426. No catalyst specified. The product is [CH3:1][O:2][C:3]1[CH:8]=[CH:7][C:6]([C:9]2[C:14]([C:15]3[CH:16]=[CH:17][C:18]([O:21][CH3:22])=[CH:19][CH:20]=3)=[N:13][N:12]([CH2:23][CH2:24][N:38]3[CH2:43][CH2:42][O:41][CH2:40][CH2:39]3)[C:11](=[O:26])[CH:10]=2)=[CH:5][CH:4]=1. (2) The reactants are [Cl:1][C:2]1[CH:3]=[CH:4][C:5]([CH2:8][O:9][C:10]2[CH:15]=[CH:14][N:13]([C:16]3[CH:17]=[N:18][C:19](F)=[CH:20][CH:21]=3)[C:12](=[O:23])[CH:11]=2)=[N:6][CH:7]=1.[CH:24]12[CH2:32][CH2:31][N:30]([C:33]([O:35][C:36]([CH3:39])([CH3:38])[CH3:37])=[O:34])[CH:29]1[CH2:28][CH2:27][CH2:26][NH:25]2.C([O-])([O-])=O.[K+].[K+]. The catalyst is CN(C=O)C. The yield is 0.350. The product is [Cl:1][C:2]1[CH:3]=[CH:4][C:5]([CH2:8][O:9][C:10]2[CH:15]=[CH:14][N:13]([C:16]3[CH:17]=[N:18][C:19]([N:25]4[CH2:26][CH2:27][CH2:28][CH:29]5[CH:24]4[CH2:32][CH2:31][N:30]5[C:33]([O:35][C:36]([CH3:39])([CH3:38])[CH3:37])=[O:34])=[CH:20][CH:21]=3)[C:12](=[O:23])[CH:11]=2)=[N:6][CH:7]=1. (3) The yield is 0.860. The product is [Br:1][C:2]1[CH:7]=[CH:6][C:5]([C:8]([C:10]2[CH:15]=[CH:14][C:13]([OH:16])=[CH:12][C:11]=2[CH3:18])=[O:9])=[CH:4][CH:3]=1. The reactants are [Br:1][C:2]1[CH:7]=[CH:6][C:5]([C:8]([C:10]2[CH:15]=[CH:14][C:13]([O:16]C)=[CH:12][C:11]=2[CH3:18])=[O:9])=[CH:4][CH:3]=1.[Al+3].[Cl-].[Cl-].[Cl-].O. The catalyst is C1C=CC=CC=1. (4) The reactants are [C:1]([O:5][C:6]([N:8]1[CH2:13][CH2:12][CH:11]([C:14]2[C:23]3[C:18](=[CH:19][C:20]([O:24][CH2:25][CH2:26][CH2:27][C:28]#[N:29])=[CH:21][CH:22]=3)[N:17]=[CH:16][N:15]=2)[CH2:10][CH2:9]1)=[O:7])([CH3:4])([CH3:3])[CH3:2].[N-:30]=[N+:31]=[N-:32].[Na+].Cl. The catalyst is C1(C)C=CC=CC=1. The product is [C:1]([O:5][C:6]([N:8]1[CH2:13][CH2:12][CH:11]([C:14]2[C:23]3[C:18](=[CH:19][C:20]([O:24][CH2:25][CH2:26][CH2:27][C:28]4[NH:32][N:31]=[N:30][N:29]=4)=[CH:21][CH:22]=3)[N:17]=[CH:16][N:15]=2)[CH2:10][CH2:9]1)=[O:7])([CH3:4])([CH3:3])[CH3:2]. The yield is 0.440. (5) The reactants are [CH3:1][O:2][CH2:3][C:4]([NH:6][C:7]1[CH:8]=[C:9]([C:13]2[C:21]3[C:16](=[CH:17][CH:18]=[C:19]([C:22]([NH2:24])=[O:23])[CH:20]=3)[N:15](C3CCCCO3)[N:14]=2)[CH:10]=[CH:11][CH:12]=1)=[O:5]. The catalyst is C1(C)C=CC=CC=1.Cl. The yield is 0.405. The product is [CH3:1][O:2][CH2:3][C:4]([NH:6][C:7]1[CH:8]=[C:9]([C:13]2[C:21]3[C:16](=[CH:17][CH:18]=[C:19]([C:22]([NH2:24])=[O:23])[CH:20]=3)[NH:15][N:14]=2)[CH:10]=[CH:11][CH:12]=1)=[O:5]. (6) The reactants are [CH:1]1([NH:6][C:7]2[N:12]3[N:13]=[C:14]([C:17]4[CH:22]=[CH:21][C:20]([O:23][CH3:24])=[CH:19][CH:18]=4)[C:15](I)=[C:11]3[N:10]=[CH:9][CH:8]=2)[CH2:5][CH2:4][CH2:3][CH2:2]1.CSC1N=C([Sn](CCCC)(CCCC)CCCC)C=CN=1.[F-].[K+].[CH:48]1([NH:53][C:54]2[N:59]3[N:60]=[C:61](C4C=CC(OC)=CC=4)[CH:62]=[C:58]3N=CC=2)[CH2:52][CH2:51][CH2:50][CH2:49]1.C1(NC2N3N=C(C4C=CC(OC)=CC=4)C(C4C=CN=C(SC)N=4)=C3N=CC=2)CCCC1.ClC1C=C(C=CC=1)C(OO)=O. The catalyst is C(OCC)(=O)C.ClCCl.Cl[Pd](Cl)([P](C1C=CC=CC=1)(C1C=CC=CC=1)C1C=CC=CC=1)[P](C1C=CC=CC=1)(C1C=CC=CC=1)C1C=CC=CC=1.C1(C)C=CC=CC=1. The product is [CH:1]1([NH:6][C:7]2[N:12]3[N:13]=[C:14]([C:17]4[CH:22]=[CH:21][C:20]([O:23][CH3:24])=[CH:19][CH:18]=4)[C:15]([C:61]4[CH:62]=[CH:58][N:59]=[C:54]([NH:53][CH:48]5[CH2:49][CH2:50][CH2:51][CH2:52]5)[N:60]=4)=[C:11]3[N:10]=[CH:9][CH:8]=2)[CH2:5][CH2:4][CH2:3][CH2:2]1. The yield is 0.110. (7) The yield is 0.560. The catalyst is O1CCOCC1. The product is [CH2:1]([O:8][C:9]1[C:17]([F:18])=[CH:16][CH:15]=[C:14]2[C:10]=1[C:11]([CH2:20][CH2:21][OH:22])=[CH:12][NH:13]2)[C:2]1[CH:3]=[CH:4][CH:5]=[CH:6][CH:7]=1. The reactants are [CH2:1]([O:8][C:9]1[C:17]([F:18])=[CH:16][C:15](Br)=[C:14]2[C:10]=1[C:11]([C:20](=O)[C:21](OC)=[O:22])=[CH:12][NH:13]2)[C:2]1[CH:7]=[CH:6][CH:5]=[CH:4][CH:3]=1.[H-].[H-].[H-].[H-].[Li+].[Al+3]. (8) The reactants are [NH2:1][C:2]1[S:3][C:4]([C:8]([O:10][CH2:11][CH3:12])=[O:9])=[C:5]([CH3:7])[N:6]=1.Cl[CH2:14][CH2:15][N:16]=[C:17]=[O:18].C(=O)([O-])[O-].[K+].[K+]. The catalyst is O1CCCC1.[I-].C([N+](CCCC)(CCCC)CCCC)CCC. The product is [CH3:7][C:5]1[N:6]=[C:2]([N:1]2[CH2:14][CH2:15][NH:16][C:17]2=[O:18])[S:3][C:4]=1[C:8]([O:10][CH2:11][CH3:12])=[O:9]. The yield is 0.710.